From a dataset of Reaction yield outcomes from USPTO patents with 853,638 reactions. Predict the reaction yield, written as a fraction of the theoretical maximum amount of product (1.0 means a 100% yield; for example, 0.34 means a 34% yield). The reactants are [NH2:1][C:2]1[CH:15]=[CH:14][C:13]([Cl:16])=[CH:12][C:3]=1[C:4]([C:6]1[CH:11]=[CH:10][CH:9]=[CH:8][CH:7]=1)=[O:5].[O:17](S(C(F)(F)F)(=O)=O)[S:18]([C:21]([F:24])([F:23])[F:22])(=O)=[O:19]. The catalyst is C(Cl)Cl. The product is [C:4]([C:3]1[CH:12]=[C:13]([Cl:16])[CH:14]=[CH:15][C:2]=1[NH:1][S:18]([C:21]([F:24])([F:23])[F:22])(=[O:19])=[O:17])(=[O:5])[C:6]1[CH:7]=[CH:8][CH:9]=[CH:10][CH:11]=1. The yield is 0.900.